From a dataset of Reaction yield outcomes from USPTO patents with 853,638 reactions. Predict the reaction yield, written as a fraction of the theoretical maximum amount of product (1.0 means a 100% yield; for example, 0.34 means a 34% yield). (1) The reactants are [C:1]([C:3]1[C:8]([O:9][CH3:10])=[CH:7][C:6]([N+:11]([O-])=O)=[CH:5][N:4]=1)#[N:2]. The catalyst is CCOC(C)=O.CC(O)=O.[Fe]. The product is [NH2:11][C:6]1[CH:7]=[C:8]([O:9][CH3:10])[C:3]([C:1]#[N:2])=[N:4][CH:5]=1. The yield is 0.970. (2) The product is [Si:29]([O:22][CH:21]1[C:15]2[S:14][C:13]([C:5]3[CH:6]=[CH:7][C:8]([N:10]([CH3:12])[CH3:11])=[CH:9][C:4]=3[C:3]([O:2][CH3:1])=[O:23])=[N:17][C:16]=2[CH2:18][CH2:19][CH2:20]1)([C:32]([CH3:35])([CH3:34])[CH3:33])([CH3:31])[CH3:30]. The yield is 0.970. The reactants are [CH3:1][O:2][C:3](=[O:23])[C:4]1[CH:9]=[C:8]([N:10]([CH3:12])[CH3:11])[CH:7]=[CH:6][C:5]=1[C:13]1[S:14][C:15]2[CH:21]([OH:22])[CH2:20][CH2:19][CH2:18][C:16]=2[N:17]=1.N1C=CN=C1.[Si:29](Cl)([C:32]([CH3:35])([CH3:34])[CH3:33])([CH3:31])[CH3:30].O. The catalyst is CN(C=O)C. (3) The reactants are [CH3:1][S:2][CH:3]([C:5]1[CH:6]=[CH:7][C:8]([C:11]([Cl:14])([Cl:13])[Cl:12])=[N:9][CH:10]=1)[CH3:4].[N:15]#[C:16][NH2:17].C(O)(=O)C.C(O)(=O)C.IC1C=CC=CC=1. The product is [CH3:1][S:2]([CH:3]([C:5]1[CH:10]=[N:9][C:8]([C:11]([Cl:14])([Cl:13])[Cl:12])=[CH:7][CH:6]=1)[CH3:4])=[N:17][C:16]#[N:15]. The yield is 0.400. The catalyst is C1COCC1. (4) The yield is 0.940. The catalyst is C(Cl)Cl. The reactants are [C:1]([C:3]1[CH:4]=[C:5]([CH3:16])[C:6]([C:9]([O:11]C(C)(C)C)=[O:10])=[N:7][CH:8]=1)#[N:2].C(O)(C(F)(F)F)=O. The product is [C:1]([C:3]1[CH:4]=[C:5]([CH3:16])[C:6]([C:9]([OH:11])=[O:10])=[N:7][CH:8]=1)#[N:2].